This data is from Full USPTO retrosynthesis dataset with 1.9M reactions from patents (1976-2016). The task is: Predict the reactants needed to synthesize the given product. (1) Given the product [NH2:12][C:9]1[CH:10]=[CH:11][C:6]([O:5][C:4]2[CH:26]=[CH:27][C:28]([F:29])=[C:2]([F:1])[CH:3]=2)=[C:7]([C:15]2[C:16]3[CH:25]=[CH:24][NH:23][C:17]=3[C:18](=[O:22])[N:19]([CH3:21])[CH:20]=2)[CH:8]=1, predict the reactants needed to synthesize it. The reactants are: [F:1][C:2]1[CH:3]=[C:4]([CH:26]=[CH:27][C:28]=1[F:29])[O:5][C:6]1[CH:11]=[CH:10][C:9]([N+:12]([O-])=O)=[CH:8][C:7]=1[C:15]1[C:16]2[CH:25]=[CH:24][NH:23][C:17]=2[C:18](=[O:22])[N:19]([CH3:21])[CH:20]=1.CN1C=C(C2C=C([N+]([O-])=O)C=CC=2OC2C=CC=CC=2)C2C=CNC=2C1=O. (2) The reactants are: [F:1][C:2]1[CH:3]=[C:4]([CH:7]=[CH:8][C:9]=1[OH:10])[C:5]#[N:6].C(=O)([O-])[O-].[K+].[K+].[CH2:17](Br)[C:18]1[CH:23]=[CH:22][CH:21]=[CH:20][CH:19]=1. Given the product [CH2:17]([O:10][C:9]1[CH:8]=[CH:7][C:4]([C:5]#[N:6])=[CH:3][C:2]=1[F:1])[C:18]1[CH:23]=[CH:22][CH:21]=[CH:20][CH:19]=1, predict the reactants needed to synthesize it. (3) Given the product [NH:35]1[CH:39]=[CH:38][C:37]([NH:40][C:27]([C:26]2[CH:25]=[C:24]([NH:23][C:21]([N:17]3[CH2:16][C:15]4[CH:14]=[N:13][C:12]5[NH:8][N:9]=[CH:10][C:11]=5[C:20]=4[CH2:19][CH2:18]3)=[O:22])[CH:32]=[CH:31][CH:30]=2)=[O:29])=[N:36]1, predict the reactants needed to synthesize it. The reactants are: COC1C=CC(C[N:8]2[C:12]3[N:13]=[CH:14][C:15]4[CH2:16][N:17]([C:21]([NH:23][C:24]5[CH:25]=[C:26]([CH:30]=[CH:31][CH:32]=5)[C:27]([OH:29])=O)=[O:22])[CH2:18][CH2:19][C:20]=4[C:11]=3[CH:10]=[N:9]2)=CC=1.[NH:35]1[CH:39]=[CH:38][C:37]([NH2:40])=[N:36]1. (4) Given the product [CH2:32]([C:22]1[N:21]([CH2:20][C:17]2[CH:18]=[CH:19][C:6]3[N:5]([CH:3]([C:1]4[NH:40][N:39]=[N:38][N:2]=4)[CH3:4])[C:11]4[CH:12]=[CH:13][CH:14]=[CH:15][C:10]=4[CH2:9][CH2:8][C:7]=3[CH:16]=2)[C:25]2=[N:26][C:27]([CH3:31])=[CH:28][C:29]([CH3:30])=[C:24]2[N:23]=1)[CH3:33], predict the reactants needed to synthesize it. The reactants are: [C:1]([CH:3]([N:5]1[C:11]2[CH:12]=[CH:13][CH:14]=[CH:15][C:10]=2[CH2:9][CH2:8][C:7]2[CH:16]=[C:17]([CH2:20][N:21]3[C:25]4=[N:26][C:27]([CH3:31])=[CH:28][C:29]([CH3:30])=[C:24]4[N:23]=[C:22]3[CH2:32][CH3:33])[CH:18]=[CH:19][C:6]1=2)[CH3:4])#[N:2].C[Si]([N:38]=[N+:39]=[N-:40])(C)C.C([Sn](=O)CCCC)CCC. (5) The reactants are: [Cl:1][C:2]1[CH:3]=[CH:4][C:5]([C:40]#[N:41])=[C:6]([C:8]2[C:9]([C:30]([O:32]CC3C=CC=CC=3)=[O:31])=[CH:10][N:11]([CH:15]([CH2:28][CH3:29])[C:16](=[O:27])[NH:17][C:18]3[CH:23]=[CH:22][N:21]4[N:24]=[CH:25][CH:26]=[C:20]4[CH:19]=3)[C:12](=[O:14])[CH:13]=2)[CH:7]=1. Given the product [Cl:1][C:2]1[CH:3]=[CH:4][C:5]([C:40]#[N:41])=[C:6]([C:8]2[C:9]([C:30]([OH:32])=[O:31])=[CH:10][N:11]([CH:15]([CH2:28][CH3:29])[C:16](=[O:27])[NH:17][C:18]3[CH:23]=[CH:22][N:21]4[N:24]=[CH:25][CH:26]=[C:20]4[CH:19]=3)[C:12](=[O:14])[CH:13]=2)[CH:7]=1, predict the reactants needed to synthesize it. (6) Given the product [CH2:7]([N:14]1[CH2:19][CH2:18][CH:17]([C:20](=[O:30])[CH:21]([CH:2]=[O:4])[CH2:22][CH2:23][C:24]2[CH:25]=[CH:26][CH:27]=[CH:28][CH:29]=2)[CH2:16][CH2:15]1)[C:8]1[CH:9]=[CH:10][CH:11]=[CH:12][CH:13]=1, predict the reactants needed to synthesize it. The reactants are: C[C:2](C)([O-:4])C.[K+].[CH2:7]([N:14]1[CH2:19][CH2:18][CH:17]([C:20](=[O:30])[CH2:21][CH2:22][CH2:23][C:24]2[CH:29]=[CH:28][CH:27]=[CH:26][CH:25]=2)[CH2:16][CH2:15]1)[C:8]1[CH:13]=[CH:12][CH:11]=[CH:10][CH:9]=1.C(OC)=O.O. (7) Given the product [Cl:6][C:7]1[CH:8]=[CH:9][C:10]([C@@H:13]2[CH2:14][O:16]2)=[CH:11][CH:12]=1, predict the reactants needed to synthesize it. The reactants are: C[Si](Cl)(C)C.[Cl:6][C:7]1[CH:12]=[CH:11][C:10]([C@@H:13]([OH:16])[CH2:14]O)=[CH:9][CH:8]=1.C(OC)(OC)(OC)C.